Dataset: Full USPTO retrosynthesis dataset with 1.9M reactions from patents (1976-2016). Task: Predict the reactants needed to synthesize the given product. (1) Given the product [S:4]1[C:5]2=[N:6][CH:7]=[CH:8][CH:9]=[C:10]2[CH:2]=[C:3]1[C:11]([O:13][CH3:14])=[O:12], predict the reactants needed to synthesize it. The reactants are: N[C:2]1[C:10]2[C:5](=[N:6][CH:7]=[CH:8][CH:9]=2)[S:4][C:3]=1[C:11]([O:13][CH3:14])=[O:12].N([O-])=O.[Na+]. (2) The reactants are: [F:1][C:2]1[CH:27]=[C:26]([S:28]([CH3:31])(=[O:30])=[O:29])[C:25]([F:32])=[CH:24][C:3]=1[CH2:4][N:5]1[CH2:9][CH2:8][N:7]([CH:10]2[CH2:15][CH2:14][N:13](C(OC(C)(C)C)=O)[CH2:12][CH2:11]2)[C:6]1=[O:23].[C:33]([OH:39])([C:35]([F:38])([F:37])[F:36])=[O:34]. Given the product [F:36][C:35]([F:38])([F:37])[C:33]([OH:39])=[O:34].[F:1][C:2]1[CH:27]=[C:26]([S:28]([CH3:31])(=[O:30])=[O:29])[C:25]([F:32])=[CH:24][C:3]=1[CH2:4][N:5]1[CH2:9][CH2:8][N:7]([CH:10]2[CH2:15][CH2:14][NH:13][CH2:12][CH2:11]2)[C:6]1=[O:23], predict the reactants needed to synthesize it.